Dataset: Full USPTO retrosynthesis dataset with 1.9M reactions from patents (1976-2016). Task: Predict the reactants needed to synthesize the given product. (1) Given the product [S:5]1[CH:19]=[C:20]([CH2:21][CH2:22][N:23]2[C:31](=[O:32])[C:30]3[C:25](=[CH:26][CH:27]=[CH:28][CH:29]=3)[C:24]2=[O:33])[N:3]=[CH:1]1, predict the reactants needed to synthesize it. The reactants are: [CH:1]([NH2:3])=O.P12(SP3(SP(SP(S3)(S1)=S)(=S)S2)=S)=[S:5].Br[CH2:19][C:20](=O)[CH2:21][CH2:22][N:23]1[C:31](=[O:32])[C:30]2[C:25](=[CH:26][CH:27]=[CH:28][CH:29]=2)[C:24]1=[O:33].[OH-].[Na+]. (2) The reactants are: [CH3:1][N:2]1[C:7]2=[C:8]3[N:13]([C:14]([C:15]4[CH:20]=[CH:19][CH:18]=[CH:17][CH:16]=4)=[C:6]2[C:5](=[O:25])[N:4]([CH3:26])[C:3]1=[O:27])[C@H:12]([C:21]([OH:23])=[O:22])[CH2:11][CH2:10][C:9]3=[O:24].[C:28](=O)([O-])[O-].[K+].[K+].S(OC)(OC)(=O)=O. Given the product [CH3:1][N:2]1[C:7]2=[C:8]3[N:13]([C:14]([C:15]4[CH:20]=[CH:19][CH:18]=[CH:17][CH:16]=4)=[C:6]2[C:5](=[O:25])[N:4]([CH3:26])[C:3]1=[O:27])[C@H:12]([C:21]([O:23][CH3:28])=[O:22])[CH2:11][CH2:10][C:9]3=[O:24], predict the reactants needed to synthesize it. (3) Given the product [NH2:1][C:2]1[N:7]=[CH:6][C:5]([C:8]2[CH:9]=[N:10][N:11]([CH:13]3[CH2:14][CH2:15][N:16]([CH2:19][C:20]([NH2:35])=[O:22])[CH2:17][CH2:18]3)[CH:12]=2)=[CH:4][C:3]=1[C:23]1[S:24][C:25]2[CH:31]=[CH:30][CH:29]=[CH:28][C:26]=2[N:27]=1, predict the reactants needed to synthesize it. The reactants are: [NH2:1][C:2]1[N:7]=[CH:6][C:5]([C:8]2[CH:9]=[N:10][N:11]([CH:13]3[CH2:18][CH2:17][N:16]([CH2:19][C:20]([OH:22])=O)[CH2:15][CH2:14]3)[CH:12]=2)=[CH:4][C:3]=1[C:23]1[S:24][C:25]2[CH:31]=[CH:30][CH:29]=[CH:28][C:26]=2[N:27]=1.[NH4+].[Cl-].C[N:35](C(ON1N=NC2C=CC=CC1=2)=[N+](C)C)C.[B-](F)(F)(F)F.CCN(C(C)C)C(C)C.